From a dataset of Catalyst prediction with 721,799 reactions and 888 catalyst types from USPTO. Predict which catalyst facilitates the given reaction. (1) Reactant: C(O)(=O)C(C(C(O)=O)O)O.[NH:11]1[CH2:16][CH2:15][CH2:14][C@@H:13]([C:17]([O:19][CH2:20][CH3:21])=[O:18])[CH2:12]1.[CH3:22][C:23]([O:26][C:27](O[C:27]([O:26][C:23]([CH3:25])([CH3:24])[CH3:22])=[O:28])=[O:28])([CH3:25])[CH3:24]. Product: [N:11]1([C:27]([O:26][C:23]([CH3:25])([CH3:24])[CH3:22])=[O:28])[CH2:16][CH2:15][CH2:14][C@@H:13]([C:17]([O:19][CH2:20][CH3:21])=[O:18])[CH2:12]1. The catalyst class is: 2. (2) Reactant: [CH3:1][C:2]1[CH:3]=[C:4]([C:8]2[N:9]=[C:10]3[CH:15]=[CH:14][CH:13]=[N:12][N:11]3[C:16]=2[C:17]2[CH:22]=[CH:21][N:20]=[C:19]([NH2:23])[CH:18]=2)[CH:5]=[CH:6][CH:7]=1.Cl[C:25]([O:27][CH2:28][C:29]([Cl:32])([Cl:31])[Cl:30])=[O:26].C(=O)([O-])O.[Na+]. Product: [CH3:1][C:2]1[CH:3]=[C:4]([C:8]2[N:9]=[C:10]3[CH:15]=[CH:14][CH:13]=[N:12][N:11]3[C:16]=2[C:17]2[CH:22]=[CH:21][N:20]=[C:19]([NH:23][C:25](=[O:26])[O:27][CH2:28][C:29]([Cl:32])([Cl:31])[Cl:30])[CH:18]=2)[CH:5]=[CH:6][CH:7]=1. The catalyst class is: 17.